Dataset: Reaction yield outcomes from USPTO patents with 853,638 reactions. Task: Predict the reaction yield, written as a fraction of the theoretical maximum amount of product (1.0 means a 100% yield; for example, 0.34 means a 34% yield). (1) The reactants are [C:1]([C@H:5]1[CH2:10][CH2:9][C@H:8]([O:11][C:12]2[CH:13]=[C:14]3[C:19](=[CH:20][CH:21]=2)[CH:18]=[C:17]([CH:22]=O)[CH:16]=[CH:15]3)[CH2:7][CH2:6]1)([CH3:4])([CH3:3])[CH3:2].CC(O)=O.[CH3:28][C:29]1([C:35]([O:37][CH2:38][CH3:39])=[O:36])[CH2:34][CH2:33][NH:32][CH2:31][CH2:30]1.[BH3-]C#N.[Na+]. The catalyst is C(Cl)Cl. The product is [C:1]([C@H:5]1[CH2:10][CH2:9][C@H:8]([O:11][C:12]2[CH:13]=[C:14]3[C:19](=[CH:20][CH:21]=2)[CH:18]=[C:17]([CH2:22][N:32]2[CH2:33][CH2:34][C:29]([CH3:28])([C:35]([O:37][CH2:38][CH3:39])=[O:36])[CH2:30][CH2:31]2)[CH:16]=[CH:15]3)[CH2:7][CH2:6]1)([CH3:4])([CH3:3])[CH3:2]. The yield is 0.300. (2) The reactants are [C:1]([N:4]1[CH2:9][CH2:8][C:7]2[NH:10][N:11]=[C:12]([NH:13][C:14]3[CH:15]=[C:16]([CH:21]=[CH:22][CH:23]=3)[C:17]([O:19][CH3:20])=[O:18])[C:6]=2[CH2:5]1)(=[O:3])[CH3:2].C([O-])([O-])=O.[Cs+].[Cs+].Br[CH2:31][CH:32]1[CH2:34][CH2:33]1. The catalyst is CN(C=O)C. The product is [C:1]([N:4]1[CH2:9][CH2:8][C:7]2[N:10]([CH2:31][CH:32]3[CH2:34][CH2:33]3)[N:11]=[C:12]([NH:13][C:14]3[CH:15]=[C:16]([CH:21]=[CH:22][CH:23]=3)[C:17]([O:19][CH3:20])=[O:18])[C:6]=2[CH2:5]1)(=[O:3])[CH3:2]. The yield is 0.890. (3) The reactants are B(F)(F)F.CCOCC.Br[CH2:11][C:12]([C:14]1[C:19]([O:20][CH3:21])=[CH:18][CH:17]=[CH:16][N:15]=1)=O.[CH3:22][O:23][C:24](=[O:32])[CH2:25][CH2:26][CH2:27][CH2:28][C:29](=[O:31])[NH2:30]. The catalyst is C1COCC1. The product is [CH3:22][O:23][C:24](=[O:32])[CH2:25][CH2:26][CH2:27][CH2:28][C:29]1[O:31][CH:11]=[C:12]([C:14]2[C:19]([O:20][CH3:21])=[CH:18][CH:17]=[CH:16][N:15]=2)[N:30]=1. The yield is 0.330.